This data is from Catalyst prediction with 721,799 reactions and 888 catalyst types from USPTO. The task is: Predict which catalyst facilitates the given reaction. Reactant: [NH2:1][C:2]1[CH:3]=[C:4]([CH2:12][OH:13])[CH:5]=[C:6]([O:9][CH2:10][CH3:11])[C:7]=1[I:8]. Product: [NH2:1][C:2]1[CH:3]=[C:4]([CH:5]=[C:6]([O:9][CH2:10][CH3:11])[C:7]=1[I:8])[CH:12]=[O:13]. The catalyst class is: 704.